This data is from Peptide-MHC class II binding affinity with 134,281 pairs from IEDB. The task is: Regression. Given a peptide amino acid sequence and an MHC pseudo amino acid sequence, predict their binding affinity value. This is MHC class II binding data. (1) The peptide sequence is YDKFLANVSTVLMGK. The MHC is DRB1_1101 with pseudo-sequence DRB1_1101. The binding affinity (normalized) is 0.673. (2) The peptide sequence is AFKVAATAANFAPAN. The MHC is HLA-DPA10201-DPB11401 with pseudo-sequence HLA-DPA10201-DPB11401. The binding affinity (normalized) is 0.718.